Dataset: Reaction yield outcomes from USPTO patents with 853,638 reactions. Task: Predict the reaction yield, written as a fraction of the theoretical maximum amount of product (1.0 means a 100% yield; for example, 0.34 means a 34% yield). (1) The reactants are Br[C:2]1[N:7]=[N:6][C:5]([NH2:8])=[N:4][C:3]=1[C:9]1[CH:14]=[CH:13][CH:12]=[CH:11][CH:10]=1.[CH:15]([C:18]1[CH:23]=[CH:22][CH:21]=[CH:20][C:19]=1[OH:24])([CH3:17])[CH3:16]. No catalyst specified. The product is [C:9]1([C:3]2[N:4]=[C:5]([NH2:8])[N:6]=[N:7][C:2]=2[O:24][C:19]2[CH:20]=[CH:21][CH:22]=[CH:23][C:18]=2[CH:15]([CH3:17])[CH3:16])[CH:14]=[CH:13][CH:12]=[CH:11][CH:10]=1. The yield is 0.0700. (2) The product is [Cl:8][C:9]1[N:14]=[C:13]([NH:1][C:2]2[CH:7]=[CH:6][CH:5]=[CH:4][CH:3]=2)[C:12]([Cl:16])=[CH:11][N:10]=1. The catalyst is C(O)C. The yield is 0.700. The reactants are [NH2:1][C:2]1[CH:7]=[CH:6][CH:5]=[CH:4][CH:3]=1.[Cl:8][C:9]1[N:14]=[C:13](Cl)[C:12]([Cl:16])=[CH:11][N:10]=1.C(=O)([O-])[O-].[K+].[K+]. (3) The reactants are Cl.[NH2:2][CH2:3][C:4]1[CH:12]=[CH:11][CH:10]=[C:9]2[C:5]=1[C:6](=[O:22])[N:7]([CH:14]1[CH2:19][CH2:18][C:17](=[O:20])[NH:16][C:15]1=[O:21])[C:8]2=[O:13].N12CCCN=C1CCCCC2.[Cl:34][C:35]1[CH:36]=[C:37]([CH:41]=[CH:42][C:43]=1[CH3:44])[C:38](O)=[O:39].Cl.CN(C)CCCN=C=NCC. The catalyst is CC#N. The product is [Cl:34][C:35]1[CH:36]=[C:37]([CH:41]=[CH:42][C:43]=1[CH3:44])[C:38]([NH:2][CH2:3][C:4]1[CH:12]=[CH:11][CH:10]=[C:9]2[C:5]=1[C:6](=[O:22])[N:7]([CH:14]1[CH2:19][CH2:18][C:17](=[O:20])[NH:16][C:15]1=[O:21])[C:8]2=[O:13])=[O:39]. The yield is 0.790. (4) The reactants are [OH:1][CH2:2][C:3]1[N:7]([CH2:8][CH2:9][CH:10]([CH3:12])[CH3:11])[C:6]2[CH:13]=[CH:14][C:15]([C:17]([OH:19])=[O:18])=[CH:16][C:5]=2[N:4]=1.S(=O)(=O)(O)O.N.O.[CH3:27]O. No catalyst specified. The product is [CH3:27][O:18][C:17]([C:15]1[CH:14]=[CH:13][C:6]2[N:7]([CH2:8][CH2:9][CH:10]([CH3:12])[CH3:11])[C:3]([CH2:2][OH:1])=[N:4][C:5]=2[CH:16]=1)=[O:19]. The yield is 0.960. (5) The reactants are C(O)(C(F)(F)F)=O.C(OC([N:15]1[CH2:20][CH2:19][N:18]([CH2:21][C:22]2[C:23]([C:44]3[CH:49]=[CH:48][CH:47]=[CH:46][CH:45]=3)=[N:24][C:25]3[C:30]([C:31]=2[C:32](=[O:42])[NH:33][C@H:34]([CH:36]2[CH2:41][CH2:40][CH2:39][CH2:38][CH2:37]2)[CH3:35])=[CH:29][C:28]([F:43])=[CH:27][CH:26]=3)[CH2:17][CH2:16]1)=O)(C)(C)C. The catalyst is C(Cl)Cl. The product is [CH:36]1([C@@H:34]([NH:33][C:32]([C:31]2[C:30]3[C:25](=[CH:26][CH:27]=[C:28]([F:43])[CH:29]=3)[N:24]=[C:23]([C:44]3[CH:45]=[CH:46][CH:47]=[CH:48][CH:49]=3)[C:22]=2[CH2:21][N:18]2[CH2:17][CH2:16][NH:15][CH2:20][CH2:19]2)=[O:42])[CH3:35])[CH2:41][CH2:40][CH2:39][CH2:38][CH2:37]1. The yield is 0.790. (6) The reactants are [Cl:1][C:2]1[N:7]=[CH:6][C:5]([S:8]([N:11]2[C:15]([C:16]3[CH:21]=[CH:20][CH:19]=[CH:18][CH:17]=3)=[CH:14][C:13]([CH:22]=O)=[CH:12]2)(=[O:10])=[O:9])=[CH:4][C:3]=1[CH3:24].[CH3:25][NH2:26].[BH4-].[Na+].[C:29](=[O:32])([O-])[OH:30].[Na+]. The catalyst is O1CCCC1.CO.O. The product is [Cl:1][C:2]1[N:7]=[CH:6][C:5]([S:8]([N:11]2[C:15]([C:16]3[CH:21]=[CH:20][CH:19]=[CH:18][CH:17]=3)=[CH:14][C:13]([CH2:22][N:26]([CH3:25])[C:29](=[O:32])[O:30][C:3]([CH3:24])([CH3:4])[CH3:2])=[CH:12]2)(=[O:10])=[O:9])=[CH:4][C:3]=1[CH3:24]. The yield is 0.770. (7) The yield is 0.840. The catalyst is C1COCC1. The reactants are C1N=CN(C(N2C=NC=C2)=O)C=1.[C:13]([O:17][C:18]([NH:20][CH2:21][C:22]1([C:25]([OH:27])=O)[CH2:24][CH2:23]1)=[O:19])([CH3:16])([CH3:15])[CH3:14].[NH2:28][NH2:29].O. The product is [C:13]([O:17][C:18](=[O:19])[NH:20][CH2:21][C:22]1([C:25]([NH:28][NH2:29])=[O:27])[CH2:24][CH2:23]1)([CH3:16])([CH3:15])[CH3:14].